This data is from Forward reaction prediction with 1.9M reactions from USPTO patents (1976-2016). The task is: Predict the product of the given reaction. (1) Given the reactants Br[CH2:2][C:3]([C:5]1[C:6]2[CH:13]=[CH:12][N:11]([S:14]([C:17]3[CH:22]=[CH:21][C:20]([CH3:23])=[CH:19][CH:18]=3)(=[O:16])=[O:15])[C:7]=2[N:8]=[CH:9][N:10]=1)=O.[NH2:24][C:25]([NH2:27])=[S:26], predict the reaction product. The product is: [C:20]1([CH3:23])[CH:21]=[CH:22][C:17]([S:14]([N:11]2[C:7]3[N:8]=[CH:9][N:10]=[C:5]([C:3]4[N:24]=[C:25]([NH2:27])[S:26][CH:2]=4)[C:6]=3[CH:13]=[CH:12]2)(=[O:16])=[O:15])=[CH:18][CH:19]=1. (2) Given the reactants [C:1]([C:3]1[CH:8]=[CH:7][C:6]([C:9]2[CH:10]=[N:11][N:12]([C:15]3[CH:23]=[CH:22][C:18]([C:19](O)=[O:20])=[CH:17][N:16]=3)[C:13]=2[OH:14])=[C:5]([CH3:24])[CH:4]=1)#[N:2].C1C=C2N=NN(O)C2=CC=1.O.Cl.C(N=C=NCCCN(C)C)C.C(N(CC)CC)C.[CH3:55][NH:56][CH2:57][CH2:58][CH2:59][N:60]1[CH2:65][CH2:64][CH2:63][CH2:62][CH2:61]1, predict the reaction product. The product is: [C:1]([C:3]1[CH:8]=[CH:7][C:6]([C:9]2[CH:10]=[N:11][N:12]([C:15]3[CH:23]=[CH:22][C:18]([C:19]([N:56]([CH3:55])[CH2:57][CH2:58][CH2:59][N:60]4[CH2:65][CH2:64][CH2:63][CH2:62][CH2:61]4)=[O:20])=[CH:17][N:16]=3)[C:13]=2[OH:14])=[C:5]([CH3:24])[CH:4]=1)#[N:2]. (3) Given the reactants [Cl:1][C:2]1[N:7]=[CH:6][C:5]([CH2:8][C:9]([OH:11])=O)=[CH:4][CH:3]=1.[NH2:12][C:13]1[CH:18]=[CH:17][C:16]([CH3:19])=[CH:15][CH:14]=1.C(N(CC)C(C)C)(C)C.F[P-](F)(F)(F)(F)F.N1(OC(N(C)C)=[N+](C)C)C2N=CC=CC=2N=N1, predict the reaction product. The product is: [Cl:1][C:2]1[N:7]=[CH:6][C:5]([CH2:8][C:9]([NH:12][C:13]2[CH:18]=[CH:17][C:16]([CH3:19])=[CH:15][CH:14]=2)=[O:11])=[CH:4][CH:3]=1. (4) The product is: [O:1]1[C:10]2[CH:9]=[C:8]([CH2:11][N:12]([C:35]([O:37][C:38]([CH3:41])([CH3:40])[CH3:39])=[O:36])[C@H:13]3[CH2:18][CH2:17][N:16]([C:19]([O:21][CH2:22][C:23]4[CH:28]=[CH:27][CH:26]=[CH:25][CH:24]=4)=[O:20])[CH2:15][C@H:14]3[OH:29])[N:7]=[CH:6][C:5]=2[O:4][CH2:3][CH2:2]1. Given the reactants [O:1]1[C:10]2[CH:9]=[C:8]([CH2:11][NH:12][C@H:13]3[CH2:18][CH2:17][N:16]([C:19]([O:21][CH2:22][C:23]4[CH:28]=[CH:27][CH:26]=[CH:25][CH:24]=4)=[O:20])[CH2:15][C@H:14]3[OH:29])[N:7]=[CH:6][C:5]=2[O:4][CH2:3][CH2:2]1.C(=O)([O-])O.[Na+].[C:35](O[C:35]([O:37][C:38]([CH3:41])([CH3:40])[CH3:39])=[O:36])([O:37][C:38]([CH3:41])([CH3:40])[CH3:39])=[O:36], predict the reaction product.